Task: Regression. Given a peptide amino acid sequence and an MHC pseudo amino acid sequence, predict their binding affinity value. This is MHC class I binding data.. Dataset: Peptide-MHC class I binding affinity with 185,985 pairs from IEDB/IMGT (1) The peptide sequence is ARQCRAPRR. The MHC is Mamu-B03 with pseudo-sequence Mamu-B03. The binding affinity (normalized) is 0.605. (2) The peptide sequence is RPAIVVPAF. The MHC is HLA-A02:03 with pseudo-sequence HLA-A02:03. The binding affinity (normalized) is 0.303. (3) The peptide sequence is KVAQAAAAM. The MHC is HLA-B51:01 with pseudo-sequence HLA-B51:01. The binding affinity (normalized) is 0.0847. (4) The peptide sequence is YCDPKRFFL. The MHC is HLA-A30:02 with pseudo-sequence HLA-A30:02. The binding affinity (normalized) is 0.